Dataset: Forward reaction prediction with 1.9M reactions from USPTO patents (1976-2016). Task: Predict the product of the given reaction. (1) Given the reactants [Br:1][C:2]1[CH:10]=[CH:9][C:5]([C:6](Cl)=[O:7])=[C:4]([CH2:11][CH3:12])[CH:3]=1.[CH3:13][NH2:14], predict the reaction product. The product is: [Br:1][C:2]1[CH:10]=[CH:9][C:5]([C:6]([NH:14][CH3:13])=[O:7])=[C:4]([CH2:11][CH3:12])[CH:3]=1. (2) Given the reactants C[O:2][C:3]1[CH:4]=[C:5]2[C:10](=[CH:11][CH:12]=1)[O:9][CH:8]([C:13]1[CH:18]=[N:17][CH:16]=[CH:15][N:14]=1)[CH2:7][CH2:6]2.B(Br)(Br)Br, predict the reaction product. The product is: [N:14]1[CH:15]=[CH:16][N:17]=[CH:18][C:13]=1[CH:8]1[CH2:7][CH2:6][C:5]2[C:10](=[CH:11][CH:12]=[C:3]([OH:2])[CH:4]=2)[O:9]1.